Dataset: NCI-60 drug combinations with 297,098 pairs across 59 cell lines. Task: Regression. Given two drug SMILES strings and cell line genomic features, predict the synergy score measuring deviation from expected non-interaction effect. (1) Drug 1: C1CCC(CC1)NC(=O)N(CCCl)N=O. Drug 2: C1CC(C1)(C(=O)O)C(=O)O.[NH2-].[NH2-].[Pt+2]. Cell line: SK-MEL-28. Synergy scores: CSS=28.1, Synergy_ZIP=-7.18, Synergy_Bliss=-1.35, Synergy_Loewe=-2.56, Synergy_HSA=-0.509. (2) Drug 1: C1=CC(=C2C(=C1NCCNCCO)C(=O)C3=C(C=CC(=C3C2=O)O)O)NCCNCCO. Drug 2: CN1C2=C(C=C(C=C2)N(CCCl)CCCl)N=C1CCCC(=O)O.Cl. Cell line: EKVX. Synergy scores: CSS=2.90, Synergy_ZIP=-6.52, Synergy_Bliss=-10.8, Synergy_Loewe=-43.1, Synergy_HSA=-10.7. (3) Drug 1: C1CC(C1)(C(=O)O)C(=O)O.[NH2-].[NH2-].[Pt+2]. Drug 2: CC=C1C(=O)NC(C(=O)OC2CC(=O)NC(C(=O)NC(CSSCCC=C2)C(=O)N1)C(C)C)C(C)C. Cell line: IGROV1. Synergy scores: CSS=59.7, Synergy_ZIP=-1.20, Synergy_Bliss=1.11, Synergy_Loewe=-14.0, Synergy_HSA=3.30. (4) Drug 1: COC1=C(C=C2C(=C1)N=CN=C2NC3=CC(=C(C=C3)F)Cl)OCCCN4CCOCC4. Drug 2: C1=CC=C(C=C1)NC(=O)CCCCCCC(=O)NO. Cell line: MDA-MB-435. Synergy scores: CSS=30.1, Synergy_ZIP=-2.52, Synergy_Bliss=5.04, Synergy_Loewe=6.02, Synergy_HSA=5.78. (5) Cell line: NCI/ADR-RES. Drug 2: CS(=O)(=O)OCCCCOS(=O)(=O)C. Drug 1: C#CCC(CC1=CN=C2C(=N1)C(=NC(=N2)N)N)C3=CC=C(C=C3)C(=O)NC(CCC(=O)O)C(=O)O. Synergy scores: CSS=-0.598, Synergy_ZIP=-4.93, Synergy_Bliss=-7.41, Synergy_Loewe=-6.15, Synergy_HSA=-5.74. (6) Drug 1: CC12CCC(CC1=CCC3C2CCC4(C3CC=C4C5=CN=CC=C5)C)O. Drug 2: CN1C2=C(C=C(C=C2)N(CCCl)CCCl)N=C1CCCC(=O)O.Cl. Cell line: SF-295. Synergy scores: CSS=4.53, Synergy_ZIP=-2.59, Synergy_Bliss=-3.17, Synergy_Loewe=-7.10, Synergy_HSA=-2.18. (7) Drug 1: CN(CCCl)CCCl.Cl. Drug 2: CC1C(C(CC(O1)OC2CC(CC3=C2C(=C4C(=C3O)C(=O)C5=CC=CC=C5C4=O)O)(C(=O)C)O)N)O. Cell line: HOP-62. Synergy scores: CSS=52.9, Synergy_ZIP=-7.90, Synergy_Bliss=-4.68, Synergy_Loewe=-2.73, Synergy_HSA=-0.886. (8) Drug 1: C1=CC(=CC=C1C#N)C(C2=CC=C(C=C2)C#N)N3C=NC=N3. Drug 2: CS(=O)(=O)CCNCC1=CC=C(O1)C2=CC3=C(C=C2)N=CN=C3NC4=CC(=C(C=C4)OCC5=CC(=CC=C5)F)Cl. Cell line: BT-549. Synergy scores: CSS=-4.30, Synergy_ZIP=2.01, Synergy_Bliss=1.02, Synergy_Loewe=-4.15, Synergy_HSA=-4.15.